This data is from Reaction yield outcomes from USPTO patents with 853,638 reactions. The task is: Predict the reaction yield, written as a fraction of the theoretical maximum amount of product (1.0 means a 100% yield; for example, 0.34 means a 34% yield). (1) The reactants are [F:1][C:2]1([F:21])[CH2:4][CH:3]1[C:5]([NH:7][NH:8][C:9]([C@H:11]1[CH2:16][CH2:15][C@H:14]([C:17]([O:19][CH3:20])=[O:18])[CH2:13][CH2:12]1)=[O:10])=O.P(Cl)(Cl)(Cl)=O.CC#N. The catalyst is CCOC(C)=O. The product is [F:1][C:2]1([F:21])[CH2:4][CH:3]1[C:5]1[O:10][C:9]([C@H:11]2[CH2:16][CH2:15][C@H:14]([C:17]([O:19][CH3:20])=[O:18])[CH2:13][CH2:12]2)=[N:8][N:7]=1. The yield is 0.390. (2) The reactants are [CH:1]([NH2:4])([CH3:3])[CH3:2].C[Al](C)C.C[O:10][C:11]([C:13]1[CH:18]=[N:17][C:16]([NH:19][CH2:20][C:21]2[C:22]([C:27]3[CH:32]=[CH:31][CH:30]=[CH:29][CH:28]=3)=[N:23][O:24][C:25]=2[CH3:26])=[CH:15][N:14]=1)=O.O. The catalyst is O1CCOCC1. The yield is 0.850. The product is [CH:1]([NH:4][C:11]([C:13]1[CH:18]=[N:17][C:16]([NH:19][CH2:20][C:21]2[C:22]([C:27]3[CH:32]=[CH:31][CH:30]=[CH:29][CH:28]=3)=[N:23][O:24][C:25]=2[CH3:26])=[CH:15][N:14]=1)=[O:10])([CH3:3])[CH3:2]. (3) The reactants are [H-].[Na+].[NH:3]1[CH2:8][CH2:7][CH:6]([OH:9])[CH2:5][CH2:4]1.Br[C:11]1[CH:16]=[CH:15][C:14]([Br:17])=[CH:13][N:12]=1. The yield is 0.580. The catalyst is CS(C)=O. The product is [Br:17][C:14]1[CH:15]=[CH:16][C:11]([O:9][CH:6]2[CH2:7][CH2:8][NH:3][CH2:4][CH2:5]2)=[N:12][CH:13]=1. (4) The reactants are [C:1]([O:5][CH2:6][C:7]([CH2:12][O:13][CH3:14])([CH2:10][CH3:11])[CH2:8][OH:9])([CH3:4])([CH3:3])[CH3:2].[H-].[Na+].[CH3:17]I. The catalyst is C1COCC1. The product is [C:1]([O:5][CH2:6][C:7]([CH2:8][O:9][CH3:17])([CH2:12][O:13][CH3:14])[CH2:10][CH3:11])([CH3:3])([CH3:2])[CH3:4]. The yield is 0.790. (5) The yield is 0.395. The product is [CH2:60]([O:62][C:63](=[O:71])[CH2:64][C:65]1[N:66]=[C:67]([NH:70][C:8](=[O:9])[CH:7]([C:11]2[CH:16]=[CH:15][C:14]([NH:17][C:18]([C:20]3[CH:21]=[N:22][CH:23]=[CH:24][CH:25]=3)=[O:19])=[CH:13][CH:12]=2)[CH2:6][CH:1]2[CH2:2][CH2:3][CH2:4][CH2:5]2)[S:68][CH:69]=1)[CH3:61]. The reactants are [CH:1]1([CH2:6][CH:7]([C:11]2[CH:16]=[CH:15][C:14]([NH:17][C:18]([C:20]3[CH:21]=[N:22][CH:23]=[CH:24][CH:25]=3)=[O:19])=[CH:13][CH:12]=2)[C:8](O)=[O:9])[CH2:5][CH2:4][CH2:3][CH2:2]1.C(N(CC)CC)C.F[P-](F)(F)(F)(F)F.N1(O[P+](N(C)C)(N(C)C)N(C)C)C2C=CC=CC=2N=N1.[CH2:60]([O:62][C:63](=[O:71])[CH2:64][C:65]1[N:66]=[C:67]([NH2:70])[S:68][CH:69]=1)[CH3:61]. The catalyst is C(Cl)Cl.